This data is from Forward reaction prediction with 1.9M reactions from USPTO patents (1976-2016). The task is: Predict the product of the given reaction. (1) Given the reactants [Cl:1][C:2]1[C:3](Cl)=[N:4][C:5]([O:10][CH2:11][CH2:12][O:13][CH:14]([CH3:16])[CH3:15])=[C:6]([CH:9]=1)[C:7]#[N:8].[B:18]1([OH:28])[C:22]2[CH:23]=[CH:24][C:25]([OH:27])=[CH:26][C:21]=2[CH2:20][O:19]1.C([O-])([O-])=O.[Cs+].[Cs+], predict the reaction product. The product is: [Cl:1][C:2]1[C:3]([O:27][C:25]2[CH:24]=[CH:23][C:22]3[B:18]([OH:28])[O:19][CH2:20][C:21]=3[CH:26]=2)=[N:4][C:5]([O:10][CH2:11][CH2:12][O:13][CH:14]([CH3:16])[CH3:15])=[C:6]([CH:9]=1)[C:7]#[N:8]. (2) Given the reactants [Br:1][C:2]1[S:3][CH:4]=[CH:5][CH:6]=1.C([N-]C(C)C)(C)C.[Li+].C(NC(C)C)(C)C.[Li]CCCC.CC[O:29][C:30]([CH:32]([F:34])[F:33])=O, predict the reaction product. The product is: [Br:1][C:2]1[S:3][C:4]([C:30](=[O:29])[CH:32]([F:34])[F:33])=[CH:5][CH:6]=1. (3) Given the reactants [CH3:1][N:2]1[C:6]([NH:7][C:8]2[N:9]=[CH:10][C:11]3[C:16]([CH:17]=2)=[CH:15][C:14]([C:18]([OH:20])=O)=[CH:13][CH:12]=3)=[CH:5][CH:4]=[N:3]1.[CH2:21]([N:28]1[CH2:32][C@@H:31]([C:33]2[CH:38]=[CH:37][C:36]([O:39][CH3:40])=[CH:35][CH:34]=2)[C@H:30]([NH2:41])[CH2:29]1)[C:22]1[CH:27]=[CH:26][CH:25]=[CH:24][CH:23]=1.CN(C(ON1N=NC2C=CC=NC1=2)=[N+](C)C)C.F[P-](F)(F)(F)(F)F, predict the reaction product. The product is: [CH2:21]([N:28]1[CH2:32][C@@H:31]([C:33]2[CH:34]=[CH:35][C:36]([O:39][CH3:40])=[CH:37][CH:38]=2)[C@H:30]([NH:41][C:18]([C:14]2[CH:15]=[C:16]3[C:11](=[CH:12][CH:13]=2)[CH:10]=[N:9][C:8]([NH:7][C:6]2[N:2]([CH3:1])[N:3]=[CH:4][CH:5]=2)=[CH:17]3)=[O:20])[CH2:29]1)[C:22]1[CH:23]=[CH:24][CH:25]=[CH:26][CH:27]=1. (4) Given the reactants [Br:1][C:2]1[CH:10]=[N:9][CH:8]=[CH:7][C:3]=1[C:4]([OH:6])=O.[CH3:11][Si](C=[N+]=[N-])(C)C.CCCCCC.[BrH:24], predict the reaction product. The product is: [Br:24][CH2:11][C:4]([C:3]1[CH:7]=[CH:8][N:9]=[CH:10][C:2]=1[Br:1])=[O:6]. (5) Given the reactants [Cl:1][C:2]1[CH:3]=[C:4]([CH:15]=[CH:16][C:17]=1[NH:18][C:19]([C:21]1[C:22](=[O:34])[N:23]([C:28]2[CH:33]=[CH:32][CH:31]=[CH:30][CH:29]=2)[N:24]([CH3:27])[C:25]=1[CH3:26])=[O:20])[O:5][C:6]1[CH:11]=[CH:10][N:9]=[C:8](C(N)=O)[CH:7]=1.C(O)(=O)C.C(O)(=O)C.IC1C=CC=CC=1.CC#[N:52], predict the reaction product. The product is: [NH2:52][C:8]1[CH:7]=[C:6]([O:5][C:4]2[CH:15]=[CH:16][C:17]([NH:18][C:19]([C:21]3[C:22](=[O:34])[N:23]([C:28]4[CH:33]=[CH:32][CH:31]=[CH:30][CH:29]=4)[N:24]([CH3:27])[C:25]=3[CH3:26])=[O:20])=[C:2]([Cl:1])[CH:3]=2)[CH:11]=[CH:10][N:9]=1. (6) Given the reactants [NH2:1][C:2]1[N:7]=[CH:6][C:5]([O:8][C:9]2[CH:10]=[CH:11][C:12]3[N:13]([CH:15]=[C:16]([NH:18][C:19]([CH:21]4[CH2:23][CH2:22]4)=[O:20])[N:17]=3)[CH:14]=2)=[CH:4][CH:3]=1.[F:24][C:25]1[CH:30]=[CH:29][C:28]([N:31]2[C:36]([CH3:37])=[CH:35][CH:34]=[C:33]([C:38](O)=[O:39])[C:32]2=[O:41])=[CH:27][CH:26]=1.C(N(CC)C(C)C)(C)C.CN(C(ON1N=NC2C=CC=NC1=2)=[N+](C)C)C.F[P-](F)(F)(F)(F)F.C(=O)([O-])O.[Na+], predict the reaction product. The product is: [CH:21]1([C:19]([NH:18][C:16]2[N:17]=[C:12]3[CH:11]=[CH:10][C:9]([O:8][C:5]4[CH:4]=[CH:3][C:2]([NH:1][C:38]([C:33]5[C:32](=[O:41])[N:31]([C:28]6[CH:27]=[CH:26][C:25]([F:24])=[CH:30][CH:29]=6)[C:36]([CH3:37])=[CH:35][CH:34]=5)=[O:39])=[N:7][CH:6]=4)=[CH:14][N:13]3[CH:15]=2)=[O:20])[CH2:22][CH2:23]1.